This data is from Full USPTO retrosynthesis dataset with 1.9M reactions from patents (1976-2016). The task is: Predict the reactants needed to synthesize the given product. (1) Given the product [F:1][C:2]([F:15])([F:16])[C:3]1[CH:4]=[C:5]2[C:9](=[CH:10][CH:11]=1)[CH2:8][CH:7]([CH2:12][OH:13])[CH2:6]2, predict the reactants needed to synthesize it. The reactants are: [F:1][C:2]([F:16])([F:15])[C:3]1[CH:4]=[C:5]2[C:9](=[CH:10][CH:11]=1)[CH2:8][CH:7]([C:12](O)=[O:13])[CH2:6]2.B.O. (2) Given the product [CH2:6]=[C:4]1[CH2:3][CH:2]([NH:11][C:14](=[O:23])[O:37][C:33]([CH3:36])([CH3:35])[CH3:34])[CH2:5]1, predict the reactants needed to synthesize it. The reactants are: C=[C:2]1[CH2:5][CH:4]([C:6](O)=O)[CH2:3]1.CC[N:11]([CH2:14]C)CC.C1C=CC(P(N=[N+]=[N-])(C2C=CC=CC=2)=[O:23])=CC=1.[C:33]([OH:37])([CH3:36])([CH3:35])[CH3:34]. (3) Given the product [N:1]1([CH2:6][C:7]2[S:11][C:10]([NH2:12])=[N:9][CH:8]=2)[CH2:2][CH2:3][CH2:4][CH2:5]1.[ClH:13].[N:1]1([CH2:6][C:7]2[S:11][C:10]([NH2:12])=[N:9][CH:8]=2)[CH2:2][CH2:3][CH2:4][CH2:5]1, predict the reactants needed to synthesize it. The reactants are: [N:1]1([CH2:6][C:7]2[S:11][C:10]([NH2:12])=[N:9][CH:8]=2)[CH2:5][CH2:4][CH2:3][CH2:2]1.[ClH:13]. (4) Given the product [F:31][CH:30]([F:32])[C:22]1[N:21]([C:5]2[N:4]=[C:3]([S:2][CH3:1])[N:8]=[C:7]([O:33][CH2:34][C@H:35]3[CH2:39][CH2:38][N:37]([C:40]([O:42][C:43]([CH3:46])([CH3:45])[CH3:44])=[O:41])[CH2:36]3)[CH:6]=2)[C:25]2[CH:26]=[CH:27][CH:28]=[CH:29][C:24]=2[N:23]=1, predict the reactants needed to synthesize it. The reactants are: [CH3:1][S:2][C:3]1[N:8]=[C:7](N2C3C=CC=CC=3N=C2C(F)F)[CH:6]=[C:5]([N:21]2[C:25]3[CH:26]=[CH:27][CH:28]=[CH:29][C:24]=3[N:23]=[C:22]2[CH:30]([F:32])[F:31])[N:4]=1.[OH:33][CH2:34][C@H:35]1[CH2:39][CH2:38][N:37]([C:40]([O:42][C:43]([CH3:46])([CH3:45])[CH3:44])=[O:41])[CH2:36]1.C(=O)([O-])[O-].[Cs+].[Cs+]. (5) Given the product [N:27]#[N:28].[CH2:42]([O:41][C:39](=[O:40])[CH2:38][N:33]1[N:34]=[CH:35][CH:36]=[N:32]1)[CH3:43], predict the reactants needed to synthesize it. The reactants are: CC1OC(C2C=CC=CC=2)=NC=1CCCC1C=CC(CC([N:27]2N=CC=[N:28]2)C(O)=O)=CC=1.[NH:32]1[CH:36]=[CH:35][N:34]=[N:33]1.Br[CH2:38][C:39]([O:41][CH2:42][CH3:43])=[O:40]. (6) The reactants are: Cl.Cl.[NH2:3][CH2:4][C:5]1[CH:10]=[CH:9][N:8]=[C:7]([C:11]2([NH:14][C:15]([C:17]3([NH:20][C:21]([C:23]4[N:27]5[C@@:28]([CH2:41][C:42]6[CH:47]=[CH:46][C:45]([C:48]#[N:49])=[CH:44][CH:43]=6)([CH3:40])[C:29](=[O:39])[N:30]([C:31]6[CH:36]=[C:35]([Cl:37])[CH:34]=[C:33]([Cl:38])[CH:32]=6)[C:26]5=[N:25][CH:24]=4)=[O:22])[CH2:19][CH2:18]3)=[O:16])[CH2:13][CH2:12]2)[CH:6]=1.CCN(C(C)C)[CH:53]([CH3:55])[CH3:54].BrCCCBr. Given the product [N:3]1([CH2:4][C:5]2[CH:10]=[CH:9][N:8]=[C:7]([C:11]3([NH:14][C:15]([C:17]4([NH:20][C:21]([C:23]5[N:27]6[C@@:28]([CH2:41][C:42]7[CH:47]=[CH:46][C:45]([C:48]#[N:49])=[CH:44][CH:43]=7)([CH3:40])[C:29](=[O:39])[N:30]([C:31]7[CH:36]=[C:35]([Cl:37])[CH:34]=[C:33]([Cl:38])[CH:32]=7)[C:26]6=[N:25][CH:24]=5)=[O:22])[CH2:18][CH2:19]4)=[O:16])[CH2:12][CH2:13]3)[CH:6]=2)[CH2:55][CH2:53][CH2:54]1, predict the reactants needed to synthesize it. (7) Given the product [C:34]([C:36]1[N:41]=[CH:40][C:39]([S:42]([NH:16][CH:14]([CH3:15])[C:12]([NH:11][C:8]2[CH:9]=[N:10][C:5]([CH:2]3[CH2:3][CH2:4]3)=[CH:6][C:7]=2[NH:24][CH2:25][CH3:26])=[O:13])(=[O:44])=[O:43])=[CH:38][CH:37]=1)#[N:35], predict the reactants needed to synthesize it. The reactants are: Cl.[CH:2]1([C:5]2[N:10]=[CH:9][C:8]([NH:11][C:12]([CH:14]([NH:16]C(=O)OC(C)(C)C)[CH3:15])=[O:13])=[C:7]([NH:24][CH2:25][CH3:26])[CH:6]=2)[CH2:4][CH2:3]1.C(N(CC)CC)C.[C:34]([C:36]1[N:41]=[CH:40][C:39]([S:42](Cl)(=[O:44])=[O:43])=[CH:38][CH:37]=1)#[N:35].